This data is from Reaction yield outcomes from USPTO patents with 853,638 reactions. The task is: Predict the reaction yield, written as a fraction of the theoretical maximum amount of product (1.0 means a 100% yield; for example, 0.34 means a 34% yield). The reactants are [ClH:1].O1CCOCC1.[CH3:8][O:9][CH2:10][CH:11]1[CH2:16][CH2:15][N:14](C(OC(C)(C)C)=O)[CH2:13][CH2:12]1. No catalyst specified. The product is [ClH:1].[CH3:8][O:9][CH2:10][CH:11]1[CH2:16][CH2:15][NH:14][CH2:13][CH2:12]1. The yield is 0.890.